Dataset: Reaction yield outcomes from USPTO patents with 853,638 reactions. Task: Predict the reaction yield, written as a fraction of the theoretical maximum amount of product (1.0 means a 100% yield; for example, 0.34 means a 34% yield). The reactants are [Cl:1][C:2]1[CH:3]=[C:4]([C:12]2[O:16][N:15]=[C:14]([C:17]([OH:19])=O)[CH:13]=2)[CH:5]=[CH:6][C:7]=1[O:8][CH:9]([CH3:11])[CH3:10].[NH2:20][C:21]1[CH:28]=[CH:27][C:24]([CH:25]=[O:26])=[CH:23][C:22]=1[Cl:29].P(Cl)(Cl)(Cl)=O. The catalyst is N1C=CC=CC=1. The product is [Cl:29][C:22]1[CH:23]=[C:24]([CH:25]=[O:26])[CH:27]=[CH:28][C:21]=1[NH:20][C:17]([C:14]1[CH:13]=[C:12]([C:4]2[CH:5]=[CH:6][C:7]([O:8][CH:9]([CH3:10])[CH3:11])=[C:2]([Cl:1])[CH:3]=2)[O:16][N:15]=1)=[O:19]. The yield is 0.557.